Dataset: Catalyst prediction with 721,799 reactions and 888 catalyst types from USPTO. Task: Predict which catalyst facilitates the given reaction. (1) Reactant: Br[C:2]1[C:6]2[N:7]=[C:8]([Cl:11])[N:9]=[CH:10][C:5]=2[S:4][CH:3]=1.C(=O)([O-])[O-].[Na+].[Na+].[NH2:18][C:19]1[CH:20]=[C:21](B(O)O)[CH:22]=[CH:23][CH:24]=1.CC(C1C=C(C(C)C)C(C2C(P(C(C)(C)C)C(C)(C)C)=CC=CC=2)=C(C(C)C)C=1)C. Product: [Cl:11][C:8]1[N:9]=[CH:10][C:5]2[S:4][CH:3]=[C:2]([C:23]3[CH:24]=[C:19]([NH2:18])[CH:20]=[CH:21][CH:22]=3)[C:6]=2[N:7]=1. The catalyst class is: 12. (2) Reactant: [Cl:1][C:2]1[CH:3]=[C:4]([C:10]([N:12]2[C:17]3[CH:18]=[CH:19][CH:20]=[CH:21][C:16]=3[O:15][CH2:14][CH2:13]2)=[O:11])[CH:5]=[C:6]([Cl:9])[C:7]=1[OH:8].[C:22](=O)([O-])[O-].[K+].[K+].IC. Product: [Cl:1][C:2]1[CH:3]=[C:4]([C:10]([N:12]2[C:17]3[CH:18]=[CH:19][CH:20]=[CH:21][C:16]=3[O:15][CH2:14][CH2:13]2)=[O:11])[CH:5]=[C:6]([Cl:9])[C:7]=1[O:8][CH3:22]. The catalyst class is: 21. (3) Reactant: [CH3:1][CH:2]1[CH2:8][C:7]2[CH:9]=[C:10]3[O:15][CH2:14][O:13][C:11]3=[CH:12][C:6]=2[C:5]([C:16]2[CH:21]=[CH:20][C:19]([N+:22]([O-:24])=[O:23])=[CH:18][CH:17]=2)=[N:4][N:3]1[C:25](=[S:27])[NH2:26].Br[CH:29]([CH3:35])[C:30](OCC)=[O:31].CN(C)C=O. Product: [CH3:35][CH:29]1[S:27][C:25]([N:3]2[CH:2]([CH3:1])[CH2:8][C:7]3[CH:9]=[C:10]4[O:15][CH2:14][O:13][C:11]4=[CH:12][C:6]=3[C:5]([C:16]3[CH:17]=[CH:18][C:19]([N+:22]([O-:24])=[O:23])=[CH:20][CH:21]=3)=[N:4]2)=[N:26][C:30]1=[O:31]. The catalyst class is: 6. (4) Reactant: [NH2:1][C:2]1[S:3][C:4]([CH:10]2[CH2:15][CH2:14][CH2:13][CH2:12][CH2:11]2)=[CH:5][C:6]=1[C:7]([NH2:9])=[O:8].[C:16](Cl)(=O)[CH3:17]. Product: [CH:10]1([C:4]2[S:3][C:2]3[N:1]=[C:16]([CH3:17])[NH:9][C:7](=[O:8])[C:6]=3[CH:5]=2)[CH2:11][CH2:12][CH2:13][CH2:14][CH2:15]1. The catalyst class is: 1.